This data is from NCI-60 drug combinations with 297,098 pairs across 59 cell lines. The task is: Regression. Given two drug SMILES strings and cell line genomic features, predict the synergy score measuring deviation from expected non-interaction effect. Drug 1: CCC(=C(C1=CC=CC=C1)C2=CC=C(C=C2)OCCN(C)C)C3=CC=CC=C3.C(C(=O)O)C(CC(=O)O)(C(=O)O)O. Drug 2: C1=NC2=C(N=C(N=C2N1C3C(C(C(O3)CO)O)F)Cl)N. Cell line: HOP-92. Synergy scores: CSS=0.737, Synergy_ZIP=4.90, Synergy_Bliss=-0.115, Synergy_Loewe=-26.0, Synergy_HSA=-5.85.